Dataset: NCI-60 drug combinations with 297,098 pairs across 59 cell lines. Task: Regression. Given two drug SMILES strings and cell line genomic features, predict the synergy score measuring deviation from expected non-interaction effect. Drug 1: CC12CCC3C(C1CCC2=O)CC(=C)C4=CC(=O)C=CC34C. Drug 2: CS(=O)(=O)CCNCC1=CC=C(O1)C2=CC3=C(C=C2)N=CN=C3NC4=CC(=C(C=C4)OCC5=CC(=CC=C5)F)Cl. Cell line: ACHN. Synergy scores: CSS=43.2, Synergy_ZIP=-1.69, Synergy_Bliss=-0.516, Synergy_Loewe=-2.92, Synergy_HSA=-0.148.